Dataset: Catalyst prediction with 721,799 reactions and 888 catalyst types from USPTO. Task: Predict which catalyst facilitates the given reaction. (1) Reactant: [CH3:1][O:2][C:3]1[C:8]([O:9][CH3:10])=[CH:7][CH:6]=[CH:5][C:4]=1O.[Br:12][CH2:13][CH2:14]Br.C([O-])([O-])=[O:17].[K+].[K+]. Product: [Br:12][CH2:13][CH2:14][O:17][C:5]1[CH:6]=[CH:7][C:8]([O:9][CH3:10])=[C:3]([O:2][CH3:1])[CH:4]=1. The catalyst class is: 21. (2) Reactant: [CH3:1][C:2]1([CH3:29])[CH2:11][C:10]2[C:5](=[C:6]3[CH2:20][C:19]([CH3:22])([CH3:21])[O:18][C:7]3=[C:8]([S:12]C(=O)N(C)C)[CH:9]=2)[C:4]([C:23]2[CH:28]=[CH:27][CH:26]=[CH:25][CH:24]=2)=[N:3]1.[OH-].[K+].Cl. Product: [CH3:1][C:2]1([CH3:29])[CH2:11][C:10]2[C:5](=[C:6]3[CH2:20][C:19]([CH3:21])([CH3:22])[O:18][C:7]3=[C:8]([SH:12])[CH:9]=2)[C:4]([C:23]2[CH:24]=[CH:25][CH:26]=[CH:27][CH:28]=2)=[N:3]1. The catalyst class is: 6.